From a dataset of Catalyst prediction with 721,799 reactions and 888 catalyst types from USPTO. Predict which catalyst facilitates the given reaction. (1) Reactant: [N+:1]([C:4]1[N:5]=[C:6]2[N:11]([CH:12]=1)[CH2:10][CH:9]([NH2:13])[CH2:8][O:7]2)([O-:3])=[O:2].C(N(CC)CC)C.[Cl:21][CH2:22][C:23](Cl)=[O:24].C(=O)(O)[O-].[Na+]. Product: [Cl:21][CH2:22][C:23]([NH:13][C@@H:9]1[CH2:8][O:7][C:6]2=[N:5][C:4]([N+:1]([O-:3])=[O:2])=[CH:12][N:11]2[CH2:10]1)=[O:24]. The catalyst class is: 3. (2) Product: [F:8][C:7]1[CH:6]=[CH:5][C:4]([C:9]([NH:12][C:13](=[O:23])[O:14][CH:15]2[CH:20]3[CH2:21][CH2:22][N:17]([CH2:18][CH2:19]3)[CH2:16]2)([CH3:11])[CH3:10])=[CH:3][C:2]=1[C:28]1[CH:29]=[N:24][CH:25]=[N:26][CH:27]=1. Reactant: Br[C:2]1[CH:3]=[C:4]([C:9]([NH:12][C:13](=[O:23])[O:14][CH:15]2[CH:20]3[CH2:21][CH2:22][N:17]([CH2:18][CH2:19]3)[CH2:16]2)([CH3:11])[CH3:10])[CH:5]=[CH:6][C:7]=1[F:8].[N:24]1[CH:29]=[C:28](B(O)O)[CH:27]=[N:26][CH:25]=1. The catalyst class is: 110. (3) Reactant: C(N(CC)CC)C.[C:8](Cl)(=[O:11])[CH2:9][CH3:10].[NH:13]1[CH2:18][CH2:17][CH2:16][C@@H:15]([NH:19][C:20]2[CH:25]=[CH:24][N:23]=[C:22]([C:26]3[N:30]4[CH:31]=[C:32]([C:35]#[N:36])[CH:33]=[CH:34][C:29]4=[N:28][CH:27]=3)[N:21]=2)[CH2:14]1. Product: [C:8]([N:13]1[CH2:18][CH2:17][CH2:16][C@@H:15]([NH:19][C:20]2[CH:25]=[CH:24][N:23]=[C:22]([C:26]3[N:30]4[CH:31]=[C:32]([C:35]#[N:36])[CH:33]=[CH:34][C:29]4=[N:28][CH:27]=3)[N:21]=2)[CH2:14]1)(=[O:11])[CH2:9][CH3:10]. The catalyst class is: 4. (4) Reactant: [Cl:1][C:2]1[CH:27]=[CH:26][CH:25]=[CH:24][C:3]=1[C:4]([NH:6][C:7](=[O:23])[NH:8][C:9]1[S:10][C:11]2[CH:17]=[C:16]([S:18]([CH:21]=[CH2:22])(=[O:20])=[O:19])[CH:15]=[CH:14][C:12]=2[N:13]=1)=[O:5].[CH3:28][O-:29].[Na+]. Product: [Cl:1][C:2]1[CH:27]=[CH:26][CH:25]=[CH:24][C:3]=1[C:4]([NH:6][C:7](=[O:23])[NH:8][C:9]1[S:10][C:11]2[CH:17]=[C:16]([S:18]([CH2:21][CH2:22][O:29][CH3:28])(=[O:20])=[O:19])[CH:15]=[CH:14][C:12]=2[N:13]=1)=[O:5]. The catalyst class is: 1. (5) Reactant: C(OC([N:11]1[CH2:16][CH2:15][N:14]([C:17](=[O:50])[C@@H:18]([NH:28][C:29]([C:31]2[CH:35]=[C:34]([O:36][CH2:37][C:38](=[O:43])[C:39]([CH3:42])([CH3:41])[CH3:40])[N:33]([C:44]3[CH:49]=[CH:48][CH:47]=[CH:46][CH:45]=3)[N:32]=2)=[O:30])[CH2:19][CH2:20][C:21]([O:23][C:24]([CH3:27])([CH3:26])[CH3:25])=[O:22])[CH2:13][CH2:12]1)=O)C1C=CC=CC=1. Product: [C:24]([O:23][C:21](=[O:22])[CH2:20][CH2:19][C@H:18]([NH:28][C:29]([C:31]1[CH:35]=[C:34]([O:36][CH2:37][C:38](=[O:43])[C:39]([CH3:40])([CH3:41])[CH3:42])[N:33]([C:44]2[CH:49]=[CH:48][CH:47]=[CH:46][CH:45]=2)[N:32]=1)=[O:30])[C:17](=[O:50])[N:14]1[CH2:15][CH2:16][NH:11][CH2:12][CH2:13]1)([CH3:25])([CH3:26])[CH3:27]. The catalyst class is: 29. (6) Reactant: C([SiH](CC)CC)C.FC(F)(F)C(O)=O.[Br:15][C:16]1[CH:21]=[CH:20][C:19]([C:22](O)([CH3:24])[CH3:23])=[C:18]([Cl:26])[CH:17]=1.O. Product: [Br:15][C:16]1[CH:21]=[CH:20][C:19]([CH:22]([CH3:23])[CH3:24])=[C:18]([Cl:26])[CH:17]=1. The catalyst class is: 4.